This data is from NCI-60 drug combinations with 297,098 pairs across 59 cell lines. The task is: Regression. Given two drug SMILES strings and cell line genomic features, predict the synergy score measuring deviation from expected non-interaction effect. (1) Drug 1: C1=C(C(=O)NC(=O)N1)F. Drug 2: CCN(CC)CCCC(C)NC1=C2C=C(C=CC2=NC3=C1C=CC(=C3)Cl)OC. Cell line: K-562. Synergy scores: CSS=66.8, Synergy_ZIP=-3.16, Synergy_Bliss=-9.87, Synergy_Loewe=-5.97, Synergy_HSA=-5.37. (2) Drug 1: CN1C2=C(C=C(C=C2)N(CCCl)CCCl)N=C1CCCC(=O)O.Cl. Drug 2: C1CN(CCN1C(=O)CCBr)C(=O)CCBr. Cell line: M14. Synergy scores: CSS=11.0, Synergy_ZIP=-3.43, Synergy_Bliss=0.522, Synergy_Loewe=-6.78, Synergy_HSA=-0.665. (3) Drug 1: C1=NC2=C(N1)C(=S)N=C(N2)N. Drug 2: C1=CC(=CC=C1C#N)C(C2=CC=C(C=C2)C#N)N3C=NC=N3. Cell line: SK-MEL-2. Synergy scores: CSS=25.1, Synergy_ZIP=-4.63, Synergy_Bliss=2.54, Synergy_Loewe=1.26, Synergy_HSA=1.48. (4) Drug 1: C1=CC(=C(C=C1I)F)NC2=C(C=CC(=C2F)F)C(=O)NOCC(CO)O. Drug 2: CC(C)(C#N)C1=CC=C(C=C1)N2C3=C4C=C(C=CC4=NC=C3N(C2=O)C)C5=CC6=CC=CC=C6N=C5. Cell line: NCI-H460. Synergy scores: CSS=59.1, Synergy_ZIP=9.76, Synergy_Bliss=9.53, Synergy_Loewe=14.6, Synergy_HSA=16.9. (5) Drug 2: CC1=C(N=C(N=C1N)C(CC(=O)N)NCC(C(=O)N)N)C(=O)NC(C(C2=CN=CN2)OC3C(C(C(C(O3)CO)O)O)OC4C(C(C(C(O4)CO)O)OC(=O)N)O)C(=O)NC(C)C(C(C)C(=O)NC(C(C)O)C(=O)NCCC5=NC(=CS5)C6=NC(=CS6)C(=O)NCCC[S+](C)C)O. Cell line: CAKI-1. Synergy scores: CSS=53.6, Synergy_ZIP=0.118, Synergy_Bliss=0.0470, Synergy_Loewe=4.64, Synergy_HSA=6.92. Drug 1: C1=CC(=C2C(=C1NCCNCCO)C(=O)C3=C(C=CC(=C3C2=O)O)O)NCCNCCO. (6) Drug 1: CS(=O)(=O)C1=CC(=C(C=C1)C(=O)NC2=CC(=C(C=C2)Cl)C3=CC=CC=N3)Cl. Drug 2: CC(C)(C#N)C1=CC(=CC(=C1)CN2C=NC=N2)C(C)(C)C#N. Cell line: HCT-15. Synergy scores: CSS=4.35, Synergy_ZIP=-1.22, Synergy_Bliss=0.734, Synergy_Loewe=0.0117, Synergy_HSA=-0.551. (7) Drug 1: CC1C(C(=O)NC(C(=O)N2CCCC2C(=O)N(CC(=O)N(C(C(=O)O1)C(C)C)C)C)C(C)C)NC(=O)C3=C4C(=C(C=C3)C)OC5=C(C(=O)C(=C(C5=N4)C(=O)NC6C(OC(=O)C(N(C(=O)CN(C(=O)C7CCCN7C(=O)C(NC6=O)C(C)C)C)C)C(C)C)C)N)C. Drug 2: CC1=C(N=C(N=C1N)C(CC(=O)N)NCC(C(=O)N)N)C(=O)NC(C(C2=CN=CN2)OC3C(C(C(C(O3)CO)O)O)OC4C(C(C(C(O4)CO)O)OC(=O)N)O)C(=O)NC(C)C(C(C)C(=O)NC(C(C)O)C(=O)NCCC5=NC(=CS5)C6=NC(=CS6)C(=O)NCCC[S+](C)C)O. Cell line: SK-OV-3. Synergy scores: CSS=15.1, Synergy_ZIP=-6.19, Synergy_Bliss=-0.654, Synergy_Loewe=-1.38, Synergy_HSA=0.616.